Dataset: Catalyst prediction with 721,799 reactions and 888 catalyst types from USPTO. Task: Predict which catalyst facilitates the given reaction. (1) Reactant: [N:1]1[CH:6]=[CH:5][CH:4]=[CH:3][C:2]=1[C:7]1[O:11][CH:10]=[N:9][CH:8]=1.[CH2:12]([O:20][CH2:21][CH2:22][CH2:23][C:24](O)=[O:25])[CH2:13][C:14]1[CH:19]=[CH:18][CH:17]=[CH:16][CH:15]=1. Product: [CH2:12]([O:20][CH2:21][CH2:22][CH2:23][C:24]([C:10]1[O:11][C:7]([C:2]2[CH:3]=[CH:4][CH:5]=[CH:6][N:1]=2)=[CH:8][N:9]=1)=[O:25])[CH2:13][C:14]1[CH:19]=[CH:18][CH:17]=[CH:16][CH:15]=1. The catalyst class is: 100. (2) Reactant: [C:1]([O:9]CC)(=O)[C:2]1[CH:7]=[CH:6][CH:5]=[N:4][CH:3]=1.[CH3:12][CH2:13][O:14][C:15]([CH3:17])=[O:16].CC[O-].[Na+].Cl. Product: [O:9]=[C:1]([C:2]1[CH:3]=[N:4][CH:5]=[CH:6][CH:7]=1)[CH2:17][C:15]([O:14][CH2:13][CH3:12])=[O:16]. The catalyst class is: 6. (3) The catalyst class is: 72. Reactant: [CH3:1][C:2]1[O:6][C:5]([C:7]2[CH:12]=[CH:11][CH:10]=[CH:9][CH:8]=2)=[N:4][C:3]=1[CH2:13][O:14][C:15]1[CH:20]=[C:19]([CH2:21][O:22][C:23]2[CH:24]=[C:25]([CH2:29][C:30]([O:32]C)=[O:31])[CH:26]=[CH:27][CH:28]=2)[CH:18]=[CH:17][N:16]=1.O1CCCC1.[OH-].[Na+].Cl. Product: [CH3:1][C:2]1[O:6][C:5]([C:7]2[CH:8]=[CH:9][CH:10]=[CH:11][CH:12]=2)=[N:4][C:3]=1[CH2:13][O:14][C:15]1[CH:20]=[C:19]([CH2:21][O:22][C:23]2[CH:24]=[C:25]([CH2:29][C:30]([OH:32])=[O:31])[CH:26]=[CH:27][CH:28]=2)[CH:18]=[CH:17][N:16]=1. (4) Reactant: [CH3:1][O:2][C:3]1[CH:12]=[CH:11][CH:10]=[C:9]2[C:4]=1[CH2:5][CH:6]([NH:13][CH2:14][CH2:15][CH2:16][C:17]1[C:25]3[C:20](=[CH:21][CH:22]=[C:23]([C:26]#[N:27])[CH:24]=3)[NH:19][CH:18]=1)[CH2:7][O:8]2.[CH:28]1([CH:31]=O)[CH2:30][CH2:29]1.C(O)(=O)C.C([BH3-])#N.[Na+]. Product: [CH:28]1([CH2:31][N:13]([CH:6]2[CH2:5][C:4]3[C:9](=[CH:10][CH:11]=[CH:12][C:3]=3[O:2][CH3:1])[O:8][CH2:7]2)[CH2:14][CH2:15][CH2:16][C:17]2[C:25]3[C:20](=[CH:21][CH:22]=[C:23]([C:26]#[N:27])[CH:24]=3)[NH:19][CH:18]=2)[CH2:30][CH2:29]1. The catalyst class is: 100. (5) Reactant: [CH:1]1([OH:5])[CH2:4][CH2:3][CH2:2]1.[H-].[Na+].[Cl:8][C:9]1[C:10](=[O:22])[N:11]([CH:16]2[CH2:21][CH2:20][CH2:19][CH2:18][O:17]2)[N:12]=[CH:13][C:14]=1Cl. Product: [Cl:8][C:9]1[C:10](=[O:22])[N:11]([CH:16]2[CH2:21][CH2:20][CH2:19][CH2:18][O:17]2)[N:12]=[CH:13][C:14]=1[O:5][CH:1]1[CH2:4][CH2:3][CH2:2]1. The catalyst class is: 7.